Predict the reaction yield, written as a fraction of the theoretical maximum amount of product (1.0 means a 100% yield; for example, 0.34 means a 34% yield). From a dataset of Reaction yield outcomes from USPTO patents with 853,638 reactions. (1) The reactants are [CH3:1][N:2]([C:10]1[N:15]=[CH:14][C:13]([C:16]2[CH:21]=[C:20]([O:22][C:23]3[CH:24]=[N:25][C:26]([NH:29][C:30]([NH:32][C:33](=[O:38])[C:34]([CH3:37])([CH3:36])[CH3:35])=[O:31])=[CH:27][CH:28]=3)[CH:19]=[CH:18][N:17]=2)=[CH:12][CH:11]=1)C(=O)OC(C)(C)C.C(O)(C(F)(F)F)=O. The catalyst is C(Cl)Cl. The product is [CH3:1][NH:2][C:10]1[N:15]=[CH:14][C:13]([C:16]2[CH:21]=[C:20]([O:22][C:23]3[CH:28]=[CH:27][C:26]([NH:29][C:30]([NH:32][C:33](=[O:38])[C:34]([CH3:36])([CH3:35])[CH3:37])=[O:31])=[N:25][CH:24]=3)[CH:19]=[CH:18][N:17]=2)=[CH:12][CH:11]=1. The yield is 0.760. (2) The reactants are Br[C:2]1[S:3][C:4]([C:8]([O:10][CH2:11][CH3:12])=[O:9])=[C:5]([Br:7])[N:6]=1.C(=O)([O-])[O-].[Cs+].[Cs+].O1CCCC1.[NH:24]1[CH2:29][CH2:28][O:27][CH2:26][CH2:25]1. The catalyst is CCOC(C)=O.O. The product is [Br:7][C:5]1[N:6]=[C:2]([N:24]2[CH2:29][CH2:28][O:27][CH2:26][CH2:25]2)[S:3][C:4]=1[C:8]([O:10][CH2:11][CH3:12])=[O:9]. The yield is 0.810. (3) The reactants are [F:1][C:2]1[C:7]([CH3:8])=[CH:6][CH:5]=[C:4]([OH:9])[CH:3]=1.F[C:11]1[CH:18]=[CH:17][C:14]([CH:15]=[O:16])=[CH:13][CH:12]=1.C([O-])([O-])=O.[K+].[K+]. The catalyst is CN(C=O)C.O. The product is [F:1][C:2]1[CH:3]=[C:4]([O:9][C:11]2[CH:18]=[CH:17][C:14]([CH:15]=[O:16])=[CH:13][CH:12]=2)[CH:5]=[CH:6][C:7]=1[CH3:8]. The yield is 0.601. (4) The reactants are [F:1][C:2]1[CH:20]=[C:19]([N+:21]([O-:23])=[O:22])[CH:18]=[CH:17][C:3]=1[O:4][C:5]1[CH:10]=[CH:9][N:8]=[C:7]2[CH:11]=[C:12]([C:14](Cl)=[O:15])[S:13][C:6]=12.Cl.[C:25]([N:32](C)[CH2:33][CH2:34][NH2:35])([O:27][C:28]([CH3:31])([CH3:30])[CH3:29])=[O:26].CCN(CC)CC. The catalyst is C(Cl)Cl.CCOC(C)=O. The product is [F:1][C:2]1[CH:20]=[C:19]([N+:21]([O-:23])=[O:22])[CH:18]=[CH:17][C:3]=1[O:4][C:5]1[CH:10]=[CH:9][N:8]=[C:7]2[CH:11]=[C:12]([C:14]([NH:35][CH2:34][CH2:33][NH:32][C:25](=[O:26])[O:27][C:28]([CH3:30])([CH3:29])[CH3:31])=[O:15])[S:13][C:6]=12. The yield is 0.960. (5) The reactants are [NH2:1][C:2]1[CH:10]=[C:9]([O:11][CH3:12])[CH:8]=[C:7]([O:13][CH3:14])[C:3]=1[C:4]([NH2:6])=[O:5].[C:15]([N:18]1[CH2:24][CH2:23][CH2:22][N:21]([C:25]2[CH:32]=[CH:31][C:28]([CH:29]=O)=[CH:27][CH:26]=2)[CH2:20][CH2:19]1)(=[O:17])[CH3:16].OS([O-])=O.[Na+].CC1C=CC(S(O)(=O)=O)=CC=1. The catalyst is CC(N(C)C)=O.C(Cl)Cl. The product is [C:15]([N:18]1[CH2:24][CH2:23][CH2:22][N:21]([C:25]2[CH:26]=[CH:27][C:28]([C:29]3[NH:6][C:4](=[O:5])[C:3]4[C:2](=[CH:10][C:9]([O:11][CH3:12])=[CH:8][C:7]=4[O:13][CH3:14])[N:1]=3)=[CH:31][CH:32]=2)[CH2:20][CH2:19]1)(=[O:17])[CH3:16]. The yield is 0.410. (6) The reactants are [Br:1][C:2]1[CH:7]=[C:6]([C:8]2[CH:13]=[CH:12][CH:11]=[CH:10][N:9]=2)[C:5]([NH:14]C(=O)C(C)(C)C)=[C:4]([N+:21]([O-:23])=[O:22])[C:3]=1[F:24].OS(O)(=O)=O.[OH-].[Na+]. No catalyst specified. The product is [Br:1][C:2]1[CH:7]=[C:6]([C:8]2[CH:13]=[CH:12][CH:11]=[CH:10][N:9]=2)[C:5]([NH2:14])=[C:4]([N+:21]([O-:23])=[O:22])[C:3]=1[F:24]. The yield is 0.840. (7) The reactants are Br[CH2:2][C@H:3]1[CH2:7][C:6]2[CH:8]=[C:9]([F:20])[CH:10]=[C:11]([C:12]3[C:17]([Cl:18])=[CH:16][CH:15]=[CH:14][C:13]=3[Cl:19])[C:5]=2[O:4]1.[CH3:21][NH:22][CH3:23]. No catalyst specified. The product is [Cl:19][C:13]1[CH:14]=[CH:15][CH:16]=[C:17]([Cl:18])[C:12]=1[C:11]1[C:5]2[O:4][C@@H:3]([CH2:2][N:22]([CH3:23])[CH3:21])[CH2:7][C:6]=2[CH:8]=[C:9]([F:20])[CH:10]=1. The yield is 0.800.